From a dataset of Catalyst prediction with 721,799 reactions and 888 catalyst types from USPTO. Predict which catalyst facilitates the given reaction. (1) Reactant: C([O:5][C:6](=[O:36])[C@@H:7]([NH:25][C:26]([O:28][CH2:29][C:30]1[CH:35]=[CH:34][CH:33]=[CH:32][CH:31]=1)=[O:27])[CH2:8][NH:9][C:10]([C:12]1[S:13][C:14]([CH2:17][CH2:18][C:19]([NH:21][C:22]([NH2:24])=[NH:23])=[O:20])=[CH:15][CH:16]=1)=[O:11])(C)(C)C.FC(F)(F)C(O)=O. Product: [CH2:29]([O:28][C:26]([NH:25][C@@H:7]([CH2:8][NH:9][C:10]([C:12]1[S:13][C:14]([CH2:17][CH2:18][C:19]([NH:21][C:22]([NH2:24])=[NH:23])=[O:20])=[CH:15][CH:16]=1)=[O:11])[C:6]([OH:36])=[O:5])=[O:27])[C:30]1[CH:31]=[CH:32][CH:33]=[CH:34][CH:35]=1. The catalyst class is: 4. (2) Reactant: [C:1]1([CH:7]([C:66]2[CH:71]=[CH:70][CH:69]=[CH:68][CH:67]=2)[C@H:8]([NH:48][C:49](=[O:65])[C@H:50]([CH:62]([CH3:64])[CH3:63])[NH:51][C:52]([O:54][CH2:55][C:56]2[CH:61]=[CH:60][CH:59]=[CH:58][CH:57]=2)=[O:53])[CH:9]=[CH:10][S:11]([CH:14]=[CH:15][C@@H:16]([NH:30][C:31](=[O:47])[C@H:32]([CH:44]([CH3:46])[CH3:45])[NH:33][C:34]([O:36][CH2:37][C:38]2[CH:43]=[CH:42][CH:41]=[CH:40][CH:39]=2)=[O:35])[CH:17]([C:24]2[CH:29]=[CH:28][CH:27]=[CH:26][CH:25]=2)[C:18]2[CH:23]=[CH:22][CH:21]=[CH:20][CH:19]=2)(=[O:13])=[O:12])[CH:6]=[CH:5][CH:4]=[CH:3][CH:2]=1.C([Li])CCC.C(OO)(C)(C)C.C1(C(C2C=CC=CC=2)[C@H](NC(=O)[C@H](CC(C)C)NC(OCC2C=CC=CC=2)=O)C=CS(C=C[C@@H](NC(=O)[C@H](CC(C)C)NC(OCC2C=CC=CC=2)=O)C(C2C=CC=CC=2)C2C=CC=CC=2)(=O)=O)C=CC=CC=1. Product: [C:18]1([CH:17]([C:24]2[CH:25]=[CH:26][CH:27]=[CH:28][CH:29]=2)[C:16]([NH:30][C:31](=[O:47])[C@H:32]([CH:44]([CH3:45])[CH3:46])[NH:33][C:34]([O:36][CH2:37][C:38]2[CH:43]=[CH:42][CH:41]=[CH:40][CH:39]=2)=[O:35])=[CH:15][CH2:14][S:11]([CH2:10][CH:9]=[C:8]([NH:48][C:49](=[O:65])[C@H:50]([CH:62]([CH3:64])[CH3:63])[NH:51][C:52]([O:54][CH2:55][C:56]2[CH:57]=[CH:58][CH:59]=[CH:60][CH:61]=2)=[O:53])[CH:7]([C:1]2[CH:6]=[CH:5][CH:4]=[CH:3][CH:2]=2)[C:66]2[CH:67]=[CH:68][CH:69]=[CH:70][CH:71]=2)(=[O:12])=[O:13])[CH:23]=[CH:22][CH:21]=[CH:20][CH:19]=1. The catalyst class is: 1. (3) Reactant: [Br:1][C:2]1[C:3]([N:16]([CH3:21])[S:17]([CH3:20])(=[O:19])=[O:18])=[CH:4][C:5]2[O:9][C:8](I)=[C:7]([C:11]([NH:13][CH3:14])=[O:12])[C:6]=2[CH:15]=1.[CH2:22]([C:24]1[S:25][CH:26]=[CH:27][N:28]=1)[CH3:23].C([O-])([O-])=O.[Na+].[Na+]. Product: [Br:1][C:2]1[C:3]([N:16]([CH3:21])[S:17]([CH3:20])(=[O:19])=[O:18])=[CH:4][C:5]2[O:9][C:8]([C:26]3[S:25][C:24]([CH2:22][CH3:23])=[N:28][CH:27]=3)=[C:7]([C:11]([NH:13][CH3:14])=[O:12])[C:6]=2[CH:15]=1. The catalyst class is: 416. (4) Reactant: [O:1]1C2C=CC=CC=2[O:3][B:2]1/[CH:10]=[CH:11]/[C:12]1[CH:13]=[C:14]([CH:18]=[CH:19][CH:20]=1)[C:15]([OH:17])=O.C1C=CC2N(O)N=NC=2C=1.CCN=C=NCCCN(C)C.[NH:42]1[CH2:47][CH2:46][CH:45]([C:48]2[CH:49]=[C:50]([CH:60]=[CH:61][CH:62]=2)[CH2:51][NH:52][C:53](=[O:59])[O:54][C:55]([CH3:58])([CH3:57])[CH3:56])[CH2:44][CH2:43]1.CCN(C(C)C)C(C)C. Product: [C:55]([O:54][C:53]([NH:52][CH2:51][C:50]1[CH:49]=[C:48]([CH:45]2[CH2:46][CH2:47][N:42]([C:15]([C:14]3[CH:13]=[C:12]([CH:20]=[CH:19][CH:18]=3)/[CH:11]=[CH:10]/[B:2]([OH:1])[OH:3])=[O:17])[CH2:43][CH2:44]2)[CH:62]=[CH:61][CH:60]=1)=[O:59])([CH3:58])([CH3:56])[CH3:57]. The catalyst class is: 31. (5) Reactant: [CH3:1][C:2]1[CH:3]=[N+:4]([O-])[CH:5]=[CH:6][CH:7]=1.ICC.[C-:12]#[N:13].[K+]. Product: [CH3:1][C:2]1[CH:3]=[N:4][CH:5]=[CH:6][C:7]=1[C:12]#[N:13]. The catalyst class is: 47. (6) Reactant: [F:1][C:2]1[CH:7]=[CH:6][CH:5]=[CH:4][C:3]=1[S:8]([NH:11][C:12]1[CH:17]=[CH:16][CH:15]=[CH:14][C:13]=1[CH:18]1[C:27]([CH3:29])([CH3:28])[CH2:26][C:25]2[C:20](=[CH:21][CH:22]=[C:23]([C:30]([O:32]C)=[O:31])[CH:24]=2)[NH:19]1)(=[O:10])=[O:9].[OH-].[Na+]. Product: [F:1][C:2]1[CH:7]=[CH:6][CH:5]=[CH:4][C:3]=1[S:8]([NH:11][C:12]1[CH:17]=[CH:16][CH:15]=[CH:14][C:13]=1[CH:18]1[C:27]([CH3:28])([CH3:29])[CH2:26][C:25]2[C:20](=[CH:21][CH:22]=[C:23]([C:30]([OH:32])=[O:31])[CH:24]=2)[NH:19]1)(=[O:10])=[O:9]. The catalyst class is: 7. (7) Reactant: [S:1]1[CH:5]=[C:4]([C@H:6]([NH:18][C:19]2[CH:24]=[CH:23][CH:22]=[CH:21][CH:20]=2)[C:7]([O:9][C@@H:10]2[CH:15]3[CH2:16][CH2:17][N:12]([CH2:13][CH2:14]3)[CH2:11]2)=[O:8])[C:3]2[CH:25]=[CH:26][CH:27]=[CH:28][C:2]1=2.[Cl:29][CH2:30][C:31]([C:33]1[CH:38]=[CH:37][CH:36]=[CH:35][CH:34]=1)=[O:32]. Product: [Cl-:29].[S:1]1[CH:5]=[C:4]([C@H:6]([NH:18][C:19]2[CH:24]=[CH:23][CH:22]=[CH:21][CH:20]=2)[C:7]([O:9][C@@H:10]2[CH:15]3[CH2:16][CH2:17][N+:12]([CH2:30][C:31](=[O:32])[C:33]4[CH:38]=[CH:37][CH:36]=[CH:35][CH:34]=4)([CH2:13][CH2:14]3)[CH2:11]2)=[O:8])[C:3]2[CH:25]=[CH:26][CH:27]=[CH:28][C:2]1=2. The catalyst class is: 23. (8) Reactant: [OH:1][CH2:2][C:3]1[N:4]=[C:5]([CH2:9][O:10][CH3:11])[N:6]([CH3:8])[CH:7]=1.OCC1N(C)C(COC)=NC=1.[Cl:23]N1C(=O)CCC1=O.O1CCOCC1. Product: [Cl:23][C:7]1[N:6]([CH3:8])[C:5]([CH2:9][O:10][CH3:11])=[N:4][C:3]=1[CH2:2][OH:1]. The catalyst class is: 486.